This data is from Full USPTO retrosynthesis dataset with 1.9M reactions from patents (1976-2016). The task is: Predict the reactants needed to synthesize the given product. Given the product [CH:1]1[C:17]2[CH2:16][C@H:15]3[N:18]([CH2:20][CH2:21][C@@:7]45[C@H:14]3[CH:13]=[CH:12][C@H:10]([OH:11])[C@@H:8]4[O:9][C:5]([C:6]=25)=[C:3]([OH:4])[CH:2]=1)[CH3:19].[CH:22]1[CH:23]=[CH:24][C:25]([NH:32][C:33]2[C:38]([Cl:39])=[CH:37][CH:36]=[CH:35][C:34]=2[Cl:40])=[C:26]([CH2:28][C:29]([OH:31])=[O:30])[CH:27]=1.[C:41]([O-:48])(=[O:47])/[CH:42]=[CH:43]\[C:44]([O-:46])=[O:45], predict the reactants needed to synthesize it. The reactants are: [CH:1]1[C:17]2[CH2:16][C@H:15]3[N:18]([CH2:20][CH2:21][C@@:7]45[C@H:14]3[CH:13]=[CH:12][C@H:10]([OH:11])[C@@H:8]4[O:9][C:5]([C:6]=25)=[C:3]([OH:4])[CH:2]=1)[CH3:19].[CH:22]1[CH:23]=[CH:24][C:25]([NH:32][C:33]2[C:34]([Cl:40])=[CH:35][CH:36]=[CH:37][C:38]=2[Cl:39])=[C:26]([CH2:28][C:29]([OH:31])=[O:30])[CH:27]=1.[C:41]([OH:48])(=[O:47])/[CH:42]=[CH:43]\[C:44]([OH:46])=[O:45].